From a dataset of Full USPTO retrosynthesis dataset with 1.9M reactions from patents (1976-2016). Predict the reactants needed to synthesize the given product. Given the product [Cl:1][C:2]1[CH:18]=[CH:17][C:5]([O:6][C:7]2[CH:12]=[N:11][CH:10]=[C:9]3[S:13][C:14]([NH:16][C:21]([NH:20][CH3:19])=[S:22])=[CH:15][C:8]=23)=[CH:4][CH:3]=1, predict the reactants needed to synthesize it. The reactants are: [Cl:1][C:2]1[CH:18]=[CH:17][C:5]([O:6][C:7]2[CH:12]=[N:11][CH:10]=[C:9]3[S:13][C:14]([NH2:16])=[CH:15][C:8]=23)=[CH:4][CH:3]=1.[CH3:19][N:20]=[C:21]=[S:22].